From a dataset of Full USPTO retrosynthesis dataset with 1.9M reactions from patents (1976-2016). Predict the reactants needed to synthesize the given product. (1) The reactants are: [NH2:1][C:2]1[CH:11]=[C:10]([C:12]([O:14][CH3:15])=[O:13])[CH:9]=[CH:8][C:3]=1[C:4]([O:6]C)=O.[C:16](#[N:18])[CH3:17]. Given the product [CH3:17][C:16]1[NH:18][C:4](=[O:6])[C:3]2[C:2](=[CH:11][C:10]([C:12]([O:14][CH3:15])=[O:13])=[CH:9][CH:8]=2)[N:1]=1, predict the reactants needed to synthesize it. (2) The reactants are: [NH2:1][C:2]1[CH:3]=[C:4]([F:22])[C:5]([F:21])=[C:6]([C@:8]2([CH3:20])[C@H:14]3[C@:12]([S:15]([CH3:18])(=[O:17])=[O:16])([CH2:13]3)[S:11][C:10]([NH2:19])=[N:9]2)[CH:7]=1.Cl[C:24]1[C:29]2=[N:30][CH:31]=[C:32]([O:34][CH2:35][C:36]3[O:37][CH:38]=[CH:39][N:40]=3)[N:33]=[C:28]2[CH:27]=[CH:26][N:25]=1.O.C1(C)C=CC(S(O)(=O)=O)=CC=1.[Al]. Given the product [F:21][C:5]1[C:4]([F:22])=[CH:3][C:2]([NH:1][C:24]2[C:29]3=[N:30][CH:31]=[C:32]([O:34][CH2:35][C:36]4[O:37][CH:38]=[CH:39][N:40]=4)[N:33]=[C:28]3[CH:27]=[CH:26][N:25]=2)=[CH:7][C:6]=1[C@:8]1([CH3:20])[C@H:14]2[C@:12]([S:15]([CH3:18])(=[O:16])=[O:17])([CH2:13]2)[S:11][C:10]([NH2:19])=[N:9]1, predict the reactants needed to synthesize it.